From a dataset of Full USPTO retrosynthesis dataset with 1.9M reactions from patents (1976-2016). Predict the reactants needed to synthesize the given product. (1) Given the product [Br:1][C:2]1[CH:3]=[C:4]2[C:10]([C:11]([C:13]3[C:14]([F:27])=[C:15]([NH:20][S:21]([CH2:24][CH2:25][CH3:26])(=[O:23])=[O:22])[CH:16]=[CH:17][C:18]=3[F:19])=[O:12])=[CH:9][N:8]([C:47](=[O:48])[C:46]3[C:45]([Cl:44])=[CH:53][CH:52]=[CH:51][C:50]=3[Cl:54])[C:5]2=[N:6][CH:7]=1, predict the reactants needed to synthesize it. The reactants are: [Br:1][C:2]1[CH:3]=[C:4]2[C:10]([C:11]([C:13]3[C:14]([F:27])=[C:15]([NH:20][S:21]([CH2:24][CH2:25][CH3:26])(=[O:23])=[O:22])[CH:16]=[CH:17][C:18]=3[F:19])=[O:12])=[CH:9][NH:8][C:5]2=[N:6][CH:7]=1.C1(C)C=CC=CC=1.C(N(C(C)C)CC)(C)C.[Cl:44][C:45]1[CH:53]=[CH:52][CH:51]=[C:50]([Cl:54])[C:46]=1[C:47](Cl)=[O:48]. (2) Given the product [Cl:1][C:2]1[CH:3]=[C:4]([CH:8]=[CH:9][N:10]=1)[C:5]([O:7][CH2:16][CH3:17])=[O:6], predict the reactants needed to synthesize it. The reactants are: [Cl:1][C:2]1[CH:3]=[C:4]([CH:8]=[CH:9][N:10]=1)[C:5]([OH:7])=[O:6].C(N1C=CN=C1)(N1[CH:17]=[CH:16]N=C1)=O.C(O)C. (3) Given the product [F:24][C:21]1[CH:20]=[CH:19][C:18]([CH:8]([C:5]2[CH:6]=[CH:7][C:2]([F:1])=[CH:3][CH:4]=2)[CH2:9][CH2:10][CH2:11][N:12]2[CH2:13][CH2:14][N:15]([C:26]3[CH:27]=[CH:28][C:29]4[N:30]([C:32]([C:35]([F:36])([F:38])[F:37])=[N:33][N:34]=4)[N:31]=3)[CH2:16][CH2:17]2)=[CH:23][CH:22]=1, predict the reactants needed to synthesize it. The reactants are: [F:1][C:2]1[CH:7]=[CH:6][C:5]([CH:8]([C:18]2[CH:23]=[CH:22][C:21]([F:24])=[CH:20][CH:19]=2)[CH2:9][CH2:10][CH2:11][N:12]2[CH2:17][CH2:16][NH:15][CH2:14][CH2:13]2)=[CH:4][CH:3]=1.Cl[C:26]1[CH:27]=[CH:28][C:29]2[N:30]([C:32]([C:35]([F:38])([F:37])[F:36])=[N:33][N:34]=2)[N:31]=1.